From a dataset of TCR-epitope binding with 47,182 pairs between 192 epitopes and 23,139 TCRs. Binary Classification. Given a T-cell receptor sequence (or CDR3 region) and an epitope sequence, predict whether binding occurs between them. (1) The epitope is LLMPILTLT. The TCR CDR3 sequence is CASSIARFNEQFF. Result: 0 (the TCR does not bind to the epitope). (2) The epitope is YIFFASFYY. The TCR CDR3 sequence is CASSFGTEQYF. Result: 1 (the TCR binds to the epitope). (3) The epitope is TEILPVSMTK. The TCR CDR3 sequence is CASSPWDTRGEKLFF. Result: 0 (the TCR does not bind to the epitope). (4) The epitope is ATDALMTGY. The TCR CDR3 sequence is CASSLLAGGRNEQFF. Result: 0 (the TCR does not bind to the epitope). (5) The epitope is RAKFKQLL. The TCR CDR3 sequence is CASSQAGGTMNTEAFF. Result: 1 (the TCR binds to the epitope). (6) The epitope is KTSVDCTMYI. The TCR CDR3 sequence is CASSLEGDTEAFF. Result: 0 (the TCR does not bind to the epitope). (7) The epitope is WICLLQFAY. The TCR CDR3 sequence is CASSLMGGASGGYTF. Result: 0 (the TCR does not bind to the epitope). (8) The epitope is KEIDRLNEV. The TCR CDR3 sequence is CASSEAGPTYEQYF. Result: 0 (the TCR does not bind to the epitope). (9) The TCR CDR3 sequence is CASSLIGEGTGWHQYF. Result: 1 (the TCR binds to the epitope). The epitope is TPRVTGGGAM. (10) The epitope is TLIGDCATV. The TCR CDR3 sequence is CASSLDGGLAGGSDTQYF. Result: 1 (the TCR binds to the epitope).